From a dataset of Reaction yield outcomes from USPTO patents with 853,638 reactions. Predict the reaction yield, written as a fraction of the theoretical maximum amount of product (1.0 means a 100% yield; for example, 0.34 means a 34% yield). (1) No catalyst specified. The reactants are [C:1]([C:4]1[CH:5]=[C:6]([S:10]([N:13]([CH3:15])[CH3:14])(=[O:12])=[O:11])[CH:7]=[CH:8][CH:9]=1)(=[O:3])[CH3:2].[C:16](=O)([O:20]CC)[O:17][CH2:18][CH3:19]. The yield is 0.280. The product is [CH2:18]([O:17][C:16](=[O:20])[CH2:2][C:1]([C:4]1[CH:9]=[CH:8][CH:7]=[C:6]([S:10](=[O:12])(=[O:11])[N:13]([CH3:14])[CH3:15])[CH:5]=1)=[O:3])[CH3:19]. (2) The reactants are C([N:8]1[C:12]2[C:13](=[O:37])[N:14]([CH3:36])[CH:15]=[C:16]([C:17]3[CH:22]=[C:21]([S:23]([CH3:26])(=[O:25])=[O:24])[CH:20]=[CH:19][C:18]=3[O:27][C:28]3[CH:33]=[CH:32][C:31]([F:34])=[CH:30][C:29]=3[F:35])[C:11]=2[CH:10]=[C:9]1[C:38]([O:40][CH2:41][CH3:42])=[O:39])C1C=CC=CC=1.C1(OC)C=CC=CC=1.S(=O)(=O)(O)O.FC(F)(F)C(O)=O. No catalyst specified. The product is [F:35][C:29]1[CH:30]=[C:31]([F:34])[CH:32]=[CH:33][C:28]=1[O:27][C:18]1[CH:19]=[CH:20][C:21]([S:23]([CH3:26])(=[O:24])=[O:25])=[CH:22][C:17]=1[C:16]1[C:11]2[CH:10]=[C:9]([C:38]([O:40][CH2:41][CH3:42])=[O:39])[NH:8][C:12]=2[C:13](=[O:37])[N:14]([CH3:36])[CH:15]=1. The yield is 0.630. (3) The yield is 0.987. The reactants are [CH2:1]([O:4][CH2:5][CH:6]1[CH2:10][CH2:9][CH2:8][O:7]1)[CH:2]=[CH2:3].[CH2:11]([O:13][SiH:14]([O:18][CH2:19][CH3:20])[O:15][CH2:16][CH3:17])[CH3:12]. No catalyst specified. The product is [CH2:5]([O:4][CH2:1][CH2:2][CH2:3][Si:14]([O:18][CH2:19][CH3:20])([O:15][CH2:16][CH3:17])[O:13][CH2:11][CH3:12])[CH:6]1[O:7][CH2:8][CH2:9][CH2:10]1. (4) The reactants are Cl[S:2]([CH:5]1[CH2:10][CH2:9][N:8]([C:11]([O:13][CH2:14][C:15]2[CH:20]=[CH:19][CH:18]=[CH:17][CH:16]=2)=[O:12])[CH2:7][CH2:6]1)(=[O:4])=[O:3].[CH3:21][NH2:22]. The catalyst is C1COCC1. The product is [CH3:21][NH:22][S:2]([CH:5]1[CH2:10][CH2:9][N:8]([C:11]([O:13][CH2:14][C:15]2[CH:20]=[CH:19][CH:18]=[CH:17][CH:16]=2)=[O:12])[CH2:7][CH2:6]1)(=[O:4])=[O:3]. The yield is 0.830. (5) The reactants are [CH3:1][O:2][C:3]([NH:5][C@H:6]([C:10]([N:12]1[CH2:16][C@@H:15]([CH3:17])[CH2:14][C@H:13]1[C:18]1[NH:22][C:21]2[C:23]3[C:28]([CH:29]=[CH:30][C:20]=2[N:19]=1)=[CH:27][C:26]1[C:31]2[C:36]([CH2:37][O:38][C:25]=1[CH:24]=3)=[CH:35][C:34]([C:39]1[NH:43][C:42]([C@@H:44]3[CH2:48][CH2:47][CH2:46][N:45]3[C:49](OC(C)(C)C)=[O:50])=[N:41][CH:40]=1)=[CH:33][CH:32]=2)=[O:11])[CH:7]([CH3:9])[CH3:8])=[O:4].Cl.[CH3:57][O:58][C:59]([NH:61][C@H:62]([C:66]1[CH:71]=[CH:70][CH:69]=[CH:68][CH:67]=1)C(O)=O)=[O:60].CCOC(C(C#N)=NOC(N1CCOCC1)=[N+](C)C)=O.F[P-](F)(F)(F)(F)F.CCN(C(C)C)C(C)C. The catalyst is C(Cl)Cl.CO.CCOC(C)=O.CN(C=O)C.CO. The product is [CH3:1][O:2][C:3]([NH:5][C@@H:6]([CH:7]([CH3:9])[CH3:8])[C:10]([N:12]1[CH2:16][C@@H:15]([CH3:17])[CH2:14][C@H:13]1[C:18]1[NH:22][C:21]2[C:23]3[C:28]([CH:29]=[CH:30][C:20]=2[N:19]=1)=[CH:27][C:26]1[C:31]2[C:36]([CH2:37][O:38][C:25]=1[CH:24]=3)=[CH:35][C:34]([C:39]1[NH:43][C:42]([C@@H:44]3[CH2:48][CH2:47][CH2:46][N:45]3[C:49](=[O:50])[C@H:62]([NH:61][C:59](=[O:60])[O:58][CH3:57])[C:66]3[CH:71]=[CH:70][CH:69]=[CH:68][CH:67]=3)=[N:41][CH:40]=1)=[CH:33][CH:32]=2)=[O:11])=[O:4]. The yield is 0.450.